Predict which catalyst facilitates the given reaction. From a dataset of Catalyst prediction with 721,799 reactions and 888 catalyst types from USPTO. (1) Reactant: Br[C:2]1[C:3]([C:13]#[N:14])=[N:4][C:5]([C:8]2[O:9][CH:10]=[CH:11][CH:12]=2)=[CH:6][N:7]=1.[CH2:15]([O:17][C:18](=[O:21])[CH2:19][SH:20])[CH3:16].C(=O)([O-])[O-].[Na+].[Na+]. Product: [NH2:14][C:13]1[C:3]2[C:2](=[N:7][CH:6]=[C:5]([C:8]3[O:9][CH:10]=[CH:11][CH:12]=3)[N:4]=2)[S:20][C:19]=1[C:18]([O:17][CH2:15][CH3:16])=[O:21]. The catalyst class is: 8. (2) The catalyst class is: 2. Product: [F:1][C:2]1[CH:7]=[CH:6][C:5]([C:8]2[C:13]([C:14]3[CH:15]=[N:16][C:17]([CH2:20][NH:21][C:33](=[O:39])[C:34]([O:36][CH2:37][CH3:38])=[O:35])=[CH:18][CH:19]=3)=[CH:12][CH:11]=[CH:10][N:9]=2)=[CH:4][C:3]=1[CH3:22]. Reactant: [F:1][C:2]1[CH:7]=[CH:6][C:5]([C:8]2[C:13]([C:14]3[CH:15]=[N:16][C:17]([CH2:20][NH2:21])=[CH:18][CH:19]=3)=[CH:12][CH:11]=[CH:10][N:9]=2)=[CH:4][C:3]=1[CH3:22].CCN(C(C)C)C(C)C.Cl[C:33](=[O:39])[C:34]([O:36][CH2:37][CH3:38])=[O:35].